This data is from Peptide-MHC class II binding affinity with 134,281 pairs from IEDB. The task is: Regression. Given a peptide amino acid sequence and an MHC pseudo amino acid sequence, predict their binding affinity value. This is MHC class II binding data. (1) The binding affinity (normalized) is 0.525. The MHC is HLA-DQA10501-DQB10402 with pseudo-sequence HLA-DQA10501-DQB10402. The peptide sequence is HGSPTFWMGSHEVNG. (2) The peptide sequence is MNIKLQMPLYVAGYK. The binding affinity (normalized) is 1.00. The MHC is DRB1_0101 with pseudo-sequence DRB1_0101. (3) The binding affinity (normalized) is 0.348. The peptide sequence is AEHQAIIRDVLTASD. The MHC is DRB1_1302 with pseudo-sequence DRB1_1302. (4) The peptide sequence is SELQIVDKIDAAFKI. The MHC is DRB1_1101 with pseudo-sequence DRB1_1101. The binding affinity (normalized) is 0.595. (5) The MHC is DRB5_0101 with pseudo-sequence DRB5_0101. The peptide sequence is GNTPIFKSGRGCGSC. The binding affinity (normalized) is 0. (6) The peptide sequence is ALTIYEMLQNIFAIF. The MHC is DRB4_0101 with pseudo-sequence DRB4_0103. The binding affinity (normalized) is 0.351. (7) The peptide sequence is GRKRPIVRILRRVHH. The MHC is HLA-DPA10201-DPB10101 with pseudo-sequence HLA-DPA10201-DPB10101. The binding affinity (normalized) is 0.495.